From a dataset of Forward reaction prediction with 1.9M reactions from USPTO patents (1976-2016). Predict the product of the given reaction. (1) Given the reactants NC1C=C([Cl:8])C(OC)=CC=1C(=O)C.C(C1N=C(C(Cl)=O)SC=1)(C)C.[C:25]([C:28]1[CH:33]=[CH:32][C:31]([O:34][CH3:35])=[CH:30][C:29]=1[NH:36][C:37]([C:39]1[S:40][CH:41]=[C:42]([CH:44]([CH3:46])[CH3:45])[N:43]=1)=[O:38])(=[O:27])[CH3:26], predict the reaction product. The product is: [C:25]([C:28]1[C:29]([NH:36][C:37]([C:39]2[S:40][CH:41]=[C:42]([CH:44]([CH3:46])[CH3:45])[N:43]=2)=[O:38])=[C:30]([Cl:8])[C:31]([O:34][CH3:35])=[CH:32][CH:33]=1)(=[O:27])[CH3:26]. (2) Given the reactants [S:1]1[CH:5]=[CH:4][N:3]=[C:2]1[NH:6][S:7]([C:10]1[C:19]2[C:14](=[CH:15][CH:16]=[CH:17][CH:18]=2)[C:13]([NH:20]C(=O)C)=[CH:12][CH:11]=1)(=[O:9])=[O:8], predict the reaction product. The product is: [S:1]1[CH:5]=[CH:4][N:3]=[C:2]1[NH:6][S:7]([C:10]1[C:19]2[C:14](=[CH:15][CH:16]=[CH:17][CH:18]=2)[C:13]([NH2:20])=[CH:12][CH:11]=1)(=[O:9])=[O:8]. (3) Given the reactants O.[C-:2]#[N:3].[K+].Br[CH2:6][C:7]1[CH:12]=[C:11]([O:13][CH3:14])[C:10]([Cl:15])=[CH:9][C:8]=1[Cl:16], predict the reaction product. The product is: [Cl:16][C:8]1[CH:9]=[C:10]([Cl:15])[C:11]([O:13][CH3:14])=[CH:12][C:7]=1[CH2:6][C:2]#[N:3]. (4) The product is: [CH3:1][O:2][C:3](=[O:37])[CH2:4][CH2:5][C@H:6]([C@@H:8]1[C@:25]2([CH3:26])[C:11]([C:12]3[CH2:13][CH2:14][C@@H:15]4[C@:20]([C:22]=3[CH2:23][CH2:24]2)([CH3:21])[CH2:19][CH2:18][C@H:17]([OH:27])[C:16]4([CH3:36])[CH3:35])=[CH:10][CH2:9]1)[CH3:7]. Given the reactants [CH3:1][O:2][C:3](=[O:37])[CH2:4][CH2:5][C@H:6]([C@@H:8]1[C@:25]2([CH3:26])[C@H:11]([C:12]3[C@H:22]([CH2:23][CH2:24]2)[C@:20]2([CH3:21])[C:15]([C:16]([CH3:36])([CH3:35])[C@@H:17]([O:27][Si](C(C)(C)C)(C)C)[CH2:18][CH2:19]2)=[CH:14][CH:13]=3)[CH2:10][CH2:9]1)[CH3:7], predict the reaction product. (5) Given the reactants [CH:1]([C:4]1[CH:5]=[C:6]2[C:11](=[C:12]([C:14]3[CH:15]=[C:16]([CH:29]=[CH:30][CH:31]=3)[CH2:17][NH:18][C:19]3[CH:24]=[CH:23][C:22]([S:25]([CH3:28])(=[O:27])=[O:26])=[CH:21][CH:20]=3)[CH:13]=1)[N:10]=[CH:9][CH:8]=[CH:7]2)([CH3:3])[CH3:2].[H-].[Na+].[CH:34]1([CH2:37]Br)[CH2:36][CH2:35]1, predict the reaction product. The product is: [CH:34]1([CH2:37][N:18]([CH2:17][C:16]2[CH:29]=[CH:30][CH:31]=[C:14]([C:12]3[CH:13]=[C:4]([CH:1]([CH3:3])[CH3:2])[CH:5]=[C:6]4[C:11]=3[N:10]=[CH:9][CH:8]=[CH:7]4)[CH:15]=2)[C:19]2[CH:24]=[CH:23][C:22]([S:25]([CH3:28])(=[O:27])=[O:26])=[CH:21][CH:20]=2)[CH2:36][CH2:35]1. (6) Given the reactants Br[C:2]1[CH:3]=[N:4][C:5]2[N:6]([CH:8]=[C:9]([CH2:11][O:12][C:13]3[CH:18]=[CH:17][CH:16]=[C:15]([F:19])[CH:14]=3)[N:10]=2)[CH:7]=1.[F:20][C:21]1[CH:26]=[CH:25][C:24](B(O)O)=[C:23]([OH:30])[CH:22]=1, predict the reaction product. The product is: [F:20][C:21]1[CH:26]=[CH:25][C:24]([C:2]2[CH:3]=[N:4][C:5]3[N:6]([CH:8]=[C:9]([CH2:11][O:12][C:13]4[CH:18]=[CH:17][CH:16]=[C:15]([F:19])[CH:14]=4)[N:10]=3)[CH:7]=2)=[C:23]([OH:30])[CH:22]=1.